Dataset: Reaction yield outcomes from USPTO patents with 853,638 reactions. Task: Predict the reaction yield, written as a fraction of the theoretical maximum amount of product (1.0 means a 100% yield; for example, 0.34 means a 34% yield). (1) The yield is 0.701. The reactants are [Cl:1][C:2]1[N:3]=[C:4]2[CH:9]=[CH:8][C:7]([CH:10]=[CH:11][CH3:12])=[N:6][N:5]2[C:13]=1[S:14]([N:17]=CN(CC(C)C)CC(C)C)(=[O:16])=[O:15].ClC1N=C2C=CC(C3CC3)=NN2C=1S(N=CN(CC(C)C)CC(C)C)(=O)=O. No catalyst specified. The product is [Cl:1][C:2]1[N:3]=[C:4]2[CH:9]=[CH:8][C:7](/[CH:10]=[CH:11]/[CH3:12])=[N:6][N:5]2[C:13]=1[S:14]([NH2:17])(=[O:15])=[O:16]. (2) The reactants are Cl[CH2:2][C:3](Cl)=[O:4].[NH2:6][C:7]1[C:12]([N+:13]([O-:15])=[O:14])=[CH:11][CH:10]=[CH:9][C:8]=1[OH:16].C(=O)([O-])[O-].[K+].[K+]. The catalyst is C(Cl)(Cl)Cl.CC[N+](CC1C=CC=CC=1)(CC)CC.[Cl-]. The product is [N+:13]([C:12]1[C:7]2[NH:6][C:3](=[O:4])[CH2:2][O:16][C:8]=2[CH:9]=[CH:10][CH:11]=1)([O-:15])=[O:14]. The yield is 0.640. (3) The catalyst is ClCCl. The reactants are Cl.Cl.[CH:3]1([NH:8][C:9]2[N:14]3[N:15]=[C:16]([C:30]4[CH:35]=[CH:34][C:33]([F:36])=[CH:32][CH:31]=4)[C:17]([C:18]4[CH:23]=[CH:22][N:21]=[C:20]([NH:24][CH:25]5[CH2:29][CH2:28][CH2:27][CH2:26]5)[N:19]=4)=[C:13]3[CH:12]=[CH:11][C:10]=2[C:37]([OH:39])=O)[CH2:7][CH2:6][CH2:5][CH2:4]1.S(Cl)(Cl)=O.[NH:44]1[CH2:48][CH2:47][CH2:46][CH2:45]1. The product is [CH:3]1([NH:8][C:9]2[N:14]3[N:15]=[C:16]([C:30]4[CH:31]=[CH:32][C:33]([F:36])=[CH:34][CH:35]=4)[C:17]([C:18]4[CH:23]=[CH:22][N:21]=[C:20]([NH:24][CH:25]5[CH2:29][CH2:28][CH2:27][CH2:26]5)[N:19]=4)=[C:13]3[CH:12]=[CH:11][C:10]=2[C:37]([N:44]2[CH2:48][CH2:47][CH2:46][CH2:45]2)=[O:39])[CH2:4][CH2:5][CH2:6][CH2:7]1. The yield is 0.490. (4) The reactants are [N:1]1[N:2]2[CH:10]=[CH:9][CH:8]=[C:3]2[C:4]([NH2:7])=[N:5][CH:6]=1.[Al+3].[Cl-].[Cl-].[Cl-].[C:15](Cl)(=[O:17])[CH3:16].C(=O)(O)[O-].[Na+]. The catalyst is [N+](C1C=CC=CC=1)([O-])=O. The product is [NH2:7][C:4]1[C:3]2=[CH:8][CH:9]=[C:10]([C:15](=[O:17])[CH3:16])[N:2]2[N:1]=[CH:6][N:5]=1. The yield is 0.340. (5) The reactants are [CH3:1][C:2]([O:14][Si](C)(C)C)([CH3:13])[C:3]#[C:4][C:5]([C:7]1[CH:12]=[CH:11][N:10]=[CH:9][CH:8]=1)=[O:6].CC1C=CC(S(O)(=O)=O)=CC=1. The catalyst is C(Cl)Cl. The product is [OH:14][C:2]([CH3:13])([CH3:1])[C:3]#[C:4][C:5]([C:7]1[CH:8]=[CH:9][N:10]=[CH:11][CH:12]=1)=[O:6]. The yield is 0.960. (6) The reactants are Br[C:2]1[CH:3]=[C:4]([CH:8]2[C:17]([CH3:19])([CH3:18])[CH2:16][C:15]3[C:10](=[CH:11][CH:12]=[C:13]([C:20]([OH:22])=[O:21])[CH:14]=3)[NH:9]2)[CH:5]=[CH:6][CH:7]=1.[NH:23]1[CH2:27][CH2:26][NH:25][C:24]1=[O:28].Cl.CN(C)CC(O)=O.C(=O)([O-])[O-].[K+].[K+].I[C:44]1[CH:49]=[CH:48][CH:47]=[CH:46][CH:45]=1. The catalyst is CS(C)=O.[Cu]I. The product is [CH3:18][C:17]1([CH3:19])[CH2:16][C:15]2[C:10](=[CH:11][CH:12]=[C:13]([C:20]([OH:22])=[O:21])[CH:14]=2)[NH:9][CH:8]1[C:4]1[CH:5]=[CH:6][CH:7]=[C:2]([N:23]2[CH2:27][CH2:26][N:25]([C:44]3[CH:49]=[CH:48][CH:47]=[CH:46][CH:45]=3)[C:24]2=[O:28])[CH:3]=1. The yield is 0.0900. (7) The reactants are Cl.[N+:2]([C:5]1[CH:6]=[C:7]([O:14][C:15]2[CH:16]=[N:17][CH:18]=[CH:19][CH:20]=2)[CH:8]=[CH:9][C:10]=1[N+:11]([O-])=O)([O-])=O. The catalyst is C(O)(C)C.[Zn]. The product is [NH2:2][C:5]1[CH:6]=[C:7]([O:14][C:15]2[CH:16]=[N:17][CH:18]=[CH:19][CH:20]=2)[CH:8]=[CH:9][C:10]=1[NH2:11]. The yield is 0.395.